Dataset: Catalyst prediction with 721,799 reactions and 888 catalyst types from USPTO. Task: Predict which catalyst facilitates the given reaction. (1) Reactant: [CH:1]([C:4]1[C:5]([S:13]([C:16]2[CH:21]=[CH:20][C:19]([O:22]S(C3C=CC(C)=CC=3)(=O)=O)=[CH:18][CH:17]=2)(=[O:15])=[O:14])=[C:6]2[N:11]([CH:12]=1)[CH:10]=[CH:9][CH:8]=[CH:7]2)([CH3:3])[CH3:2].C(O)C.O.[OH-].[Na+]. Product: [CH:1]([C:4]1[C:5]([S:13]([C:16]2[CH:17]=[CH:18][C:19]([OH:22])=[CH:20][CH:21]=2)(=[O:15])=[O:14])=[C:6]2[N:11]([CH:12]=1)[CH:10]=[CH:9][CH:8]=[CH:7]2)([CH3:3])[CH3:2]. The catalyst class is: 6. (2) Reactant: [CH2:1]([C:8]1[C:9]([O:18][C@@H:19]2[O:45][C@H:44]([CH2:46][O:47][C:48](=[O:53])[C:49]([CH3:52])([CH3:51])[CH3:50])[C@@H:36]([O:37][C:38](=[O:43])[C:39]([CH3:42])([CH3:41])[CH3:40])[C@H:28]([O:29][C:30](=[O:35])[C:31]([CH3:34])([CH3:33])[CH3:32])[C@H:20]2[O:21][C:22](=[O:27])[C:23]([CH3:26])([CH3:25])[CH3:24])=[N:10][N:11](C=O)[C:12]=1[CH:13]([CH3:15])[CH3:14])[C:2]1[CH:7]=[CH:6][CH:5]=[CH:4][CH:3]=1.C(=O)(O)[O-].[Na+].O. Product: [CH2:1]([C:8]1[C:9]([O:18][C@@H:19]2[O:45][C@H:44]([CH2:46][O:47][C:48](=[O:53])[C:49]([CH3:50])([CH3:52])[CH3:51])[C@@H:36]([O:37][C:38](=[O:43])[C:39]([CH3:42])([CH3:41])[CH3:40])[C@H:28]([O:29][C:30](=[O:35])[C:31]([CH3:32])([CH3:34])[CH3:33])[C@H:20]2[O:21][C:22](=[O:27])[C:23]([CH3:26])([CH3:24])[CH3:25])=[N:10][NH:11][C:12]=1[CH:13]([CH3:15])[CH3:14])[C:2]1[CH:7]=[CH:6][CH:5]=[CH:4][CH:3]=1. The catalyst class is: 5. (3) Reactant: C([O:8][CH:9]1[C:14]([CH2:21][O:22][S:23]([CH3:26])(=[O:25])=[O:24])([C:15]2[CH:20]=[CH:19][CH:18]=[CH:17][N:16]=2)[CH2:13][CH2:12][N:11]([C:27]([O:29][C:30]([CH3:33])([CH3:32])[CH3:31])=[O:28])[CH2:10]1)C1C=CC=CC=1.C([O-])=O.[NH4+]. Product: [OH:8][C@@H:9]1[C@@:14]([CH2:21][O:22][S:23]([CH3:26])(=[O:25])=[O:24])([C:15]2[CH:20]=[CH:19][CH:18]=[CH:17][N:16]=2)[CH2:13][CH2:12][N:11]([C:27]([O:29][C:30]([CH3:33])([CH3:32])[CH3:31])=[O:28])[CH2:10]1. The catalyst class is: 19. (4) Reactant: [C:1]([OH:8])(=[O:7])[CH2:2][CH2:3][C:4]([CH3:6])=[O:5].[CH2:9]([OH:13])[CH2:10][CH2:11]O. Product: [OH:5][CH2:4][CH2:3][CH2:2][O:5][CH:4]([CH3:6])[CH2:3][CH2:2][C:1]([O:8][CH2:11][CH2:10][CH2:9][OH:13])=[O:7]. The catalyst class is: 45. (5) Reactant: [CH2:1]([O:3][C:4]([C:6]1[CH:7]=[C:8]2[C:13](=[CH:14][CH:15]=1)[NH:12][CH:11]([C:16]1[CH:21]=[CH:20][CH:19]=[C:18](Br)[CH:17]=1)[C:10]([CH3:24])([CH3:23])[CH2:9]2)=[O:5])[CH3:2].C(=O)([O-])[O-].[Cs+].[Cs+].CC1(C)C2C(=C(P(C3C=CC=CC=3)C3C=CC=CC=3)C=CC=2)OC2C(P(C3C=CC=CC=3)C3C=CC=CC=3)=CC=CC1=2.Cl.[Cl:74][C:75]1[CH:80]=[CH:79][C:78]([N:81]2[CH2:86][CH2:85][NH:84][CH2:83][CH2:82]2)=[CH:77][CH:76]=1. Product: [CH2:1]([O:3][C:4]([C:6]1[CH:7]=[C:8]2[C:13](=[CH:14][CH:15]=1)[NH:12][CH:11]([C:16]1[CH:21]=[CH:20][CH:19]=[C:18]([N:84]3[CH2:83][CH2:82][N:81]([C:78]4[CH:77]=[CH:76][C:75]([Cl:74])=[CH:80][CH:79]=4)[CH2:86][CH2:85]3)[CH:17]=1)[C:10]([CH3:24])([CH3:23])[CH2:9]2)=[O:5])[CH3:2]. The catalyst class is: 164. (6) Reactant: [NH:1]1[C:9]2[C:4](=[CH:5][CH:6]=[C:7]([S:10]([C:13]3[CH:21]=[CH:20][C:16]([C:17]([OH:19])=[O:18])=[CH:15][CH:14]=3)(=[O:12])=[O:11])[CH:8]=2)[CH:3]=[CH:2]1.[Cl:22]N1C(=O)CCC1=O. Product: [Cl:22][C:3]1[CH:4]2[CH:9]([CH:8]=[C:7]([S:10]([C:13]3[CH:14]=[CH:15][C:16]([C:17]([OH:19])=[O:18])=[CH:20][CH:21]=3)(=[O:11])=[O:12])[CH:6]=[CH:5]2)[NH:1][CH:2]=1. The catalyst class is: 9. (7) Reactant: F[C:2]1[N:7]=[CH:6][C:5]([C:8]2[CH:13]=[CH:12][C:11]([S:14]([NH2:17])(=[O:16])=[O:15])=[CH:10][C:9]=2[CH3:18])=[CH:4][CH:3]=1.C(N(CC)CC)C.Cl[C:27](OC1C=CC=CC=1)=[O:28].[Br:36][C:37]1[S:41][C:40]([NH2:42])=[N:39][CH:38]=1.[CH3:43]S(O)(=O)=O.[OH2:48]. Product: [Br:36][C:37]1[S:41][C:40]([NH:42][C:43]([NH:17][S:14]([C:11]2[CH:12]=[CH:13][C:8]([C:5]3[CH:6]=[N:7][C:2]([O:28][CH3:27])=[CH:3][CH:4]=3)=[C:9]([CH3:18])[CH:10]=2)(=[O:16])=[O:15])=[O:48])=[N:39][CH:38]=1. The catalyst class is: 10. (8) Reactant: CC(C)([O-])C.[K+].[NH2:7][C:8]1[CH:13]=[CH:12][CH:11]=[CH:10][N:9]=1.[Br:14][C:15]1[C:20](F)=[C:19]([N+:22]([O-:24])=[O:23])[CH:18]=[CH:17][C:16]=1[F:25]. Product: [Br:14][C:15]1[C:16]([F:25])=[CH:17][CH:18]=[C:19]([N+:22]([O-:24])=[O:23])[C:20]=1[NH:7][C:8]1[CH:13]=[CH:12][CH:11]=[CH:10][N:9]=1. The catalyst class is: 20.